This data is from Forward reaction prediction with 1.9M reactions from USPTO patents (1976-2016). The task is: Predict the product of the given reaction. Given the reactants [CH3:1][C:2]([C:5]1[CH:6]=[C:7]([S:16][C:17]([S:20][C:21]2[CH:26]=[C:25]([C:27]([CH3:30])([CH3:29])[CH3:28])[C:24]([OH:31])=[C:23]([C:32]([CH3:35])([CH3:34])[CH3:33])[CH:22]=2)([CH3:19])[CH3:18])[CH:8]=[C:9]([C:12]([CH3:15])([CH3:14])[CH3:13])[C:10]=1[OH:11])([CH3:4])[CH3:3].[CH2:36]([O:38][CH:39]1[O:43][C@H:42]([CH2:44]O)[C@@H:41]([CH2:46][OH:47])[O:40]1)[CH3:37], predict the reaction product. The product is: [C:12]([C:9]1[CH:8]=[C:7]([S:16][C:17]([S:20][C:21]2[CH:22]=[C:23]([C:32]([CH3:35])([CH3:34])[CH3:33])[C:24]([O:31][CH2:44][C@@H:42]3[C@@H:41]([CH2:46][OH:47])[O:40][CH:39]([O:38][CH2:36][CH3:37])[O:43]3)=[C:25]([C:27]([CH3:30])([CH3:29])[CH3:28])[CH:26]=2)([CH3:18])[CH3:19])[CH:6]=[C:5]([C:2]([CH3:1])([CH3:3])[CH3:4])[C:10]=1[OH:11])([CH3:13])([CH3:14])[CH3:15].